This data is from Forward reaction prediction with 1.9M reactions from USPTO patents (1976-2016). The task is: Predict the product of the given reaction. (1) Given the reactants [Cl:1][CH2:2][C:3](Cl)=[O:4].[F:6][C:7]1[CH:12]=[CH:11][C:10]([C@H:13]([OH:23])[CH2:14][NH:15][CH2:16][C:17]2[CH:22]=[CH:21][CH:20]=[CH:19][CH:18]=2)=[CH:9][CH:8]=1.[OH-].[Na+], predict the reaction product. The product is: [F:6][C:7]1[CH:8]=[CH:9][C:10]([C@H:13]([OH:23])[CH2:14][N:15]([CH2:16][C:17]2[CH:18]=[CH:19][CH:20]=[CH:21][CH:22]=2)[C:3](=[O:4])[CH2:2][Cl:1])=[CH:11][CH:12]=1. (2) The product is: [C:42]1([CH3:47])[CH:43]=[CH:44][CH:45]=[CH:46][C:41]=1[NH:40][C:36]1[CH:35]=[C:34]([C:2]#[C:1][C:3]2[N:7]3[CH:8]=[C:9]([C:12]4[CH:13]=[CH:14][C:15]([C:16]([N:18]5[CH2:23][CH2:22][N:21]([C:24]([O:26][C:27]([CH3:28])([CH3:29])[CH3:30])=[O:25])[CH2:20][CH2:19]5)=[O:17])=[CH:31][CH:32]=4)[CH:10]=[CH:11][C:6]3=[N:5][CH:4]=2)[CH:39]=[CH:38][N:37]=1. Given the reactants [C:1]([C:3]1[N:7]2[CH:8]=[C:9]([C:12]3[CH:32]=[CH:31][C:15]([C:16]([N:18]4[CH2:23][CH2:22][N:21]([C:24]([O:26][C:27]([CH3:30])([CH3:29])[CH3:28])=[O:25])[CH2:20][CH2:19]4)=[O:17])=[CH:14][CH:13]=3)[CH:10]=[CH:11][C:6]2=[N:5][CH:4]=1)#[CH:2].I[C:34]1[CH:39]=[CH:38][N:37]=[C:36]([NH:40][C:41]2[CH:46]=[CH:45][CH:44]=[CH:43][C:42]=2[CH3:47])[CH:35]=1, predict the reaction product.